This data is from Forward reaction prediction with 1.9M reactions from USPTO patents (1976-2016). The task is: Predict the product of the given reaction. (1) Given the reactants [O:1]=[C:2]1[C:7]2[C:8]([C:18]3[CH:19]=[C:20]([C:23]([NH2:25])=[O:24])[S:21][CH:22]=3)=[N:9][N:10]([CH:11]3[CH2:16][CH2:15][C:14](=[O:17])[CH2:13][CH2:12]3)[C:6]=2[CH:5]=[CH:4][NH:3]1.[BH4-].[Na+].Cl, predict the reaction product. The product is: [OH:17][C@H:14]1[CH2:15][CH2:16][C@H:11]([N:10]2[C:6]3[CH:5]=[CH:4][NH:3][C:2](=[O:1])[C:7]=3[C:8]([C:18]3[CH:19]=[C:20]([C:23]([NH2:25])=[O:24])[S:21][CH:22]=3)=[N:9]2)[CH2:12][CH2:13]1. (2) Given the reactants [CH3:1][O:2][C:3]1[CH:4]=[C:5]2[C:10](=[CH:11][C:12]=1[O:13][CH3:14])[C:9]([CH3:15])=[N:8][CH2:7][CH2:6]2.Br[C:17]1[CH:22]=[C:21]([CH3:23])[C:20]([F:24])=[C:19]([F:25])[C:18]=1[F:26], predict the reaction product. The product is: [CH3:1][O:2][C:3]1[CH:4]=[C:5]2[C:10](=[CH:11][C:12]=1[O:13][CH3:14])[C@H:9]([CH2:15][CH2:23][C:21]1[CH:22]=[CH:17][C:18]([F:26])=[C:19]([F:25])[C:20]=1[F:24])[NH:8][CH2:7][CH2:6]2. (3) Given the reactants [CH3:1][C:2]1[CH:7]=[CH:6][C:5]([N:8]2[CH2:13][CH2:12][NH:11][CH2:10][CH2:9]2)=[CH:4][C:3]=1[N+:14]([O-:16])=[O:15].[CH2:17](Br)[CH2:18][CH2:19][CH3:20], predict the reaction product. The product is: [CH2:17]([N:11]1[CH2:10][CH2:9][N:8]([C:5]2[CH:6]=[CH:7][C:2]([CH3:1])=[C:3]([N+:14]([O-:16])=[O:15])[CH:4]=2)[CH2:13][CH2:12]1)[CH2:18][CH2:19][CH3:20]. (4) Given the reactants [Cl:1][C:2]1[C:3]([CH:31]=O)=[C:4]([C:27]([F:30])([F:29])[F:28])[CH:5]=[C:6]2[C:11]=1[NH:10][C:9](=[O:12])[N:8]([CH2:13][C:14]1[CH:19]=[C:18]([Cl:20])[CH:17]=[CH:16][C:15]=1[S:21]([CH2:24][CH3:25])(=[O:23])=[O:22])[C:7]2=[O:26].[C:33]([O:37][C:38](=[O:48])[N:39]([CH3:47])[CH2:40][C@@H:41]1[CH2:46][CH2:45][CH2:44][NH:43][CH2:42]1)([CH3:36])([CH3:35])[CH3:34], predict the reaction product. The product is: [C:33]([O:37][C:38](=[O:48])[N:39]([CH2:40][C@@H:41]1[CH2:46][CH2:45][CH2:44][N:43]([CH2:31][C:3]2[C:2]([Cl:1])=[C:11]3[C:6]([C:7](=[O:26])[N:8]([CH2:13][C:14]4[CH:19]=[C:18]([Cl:20])[CH:17]=[CH:16][C:15]=4[S:21]([CH2:24][CH3:25])(=[O:22])=[O:23])[C:9](=[O:12])[NH:10]3)=[CH:5][C:4]=2[C:27]([F:30])([F:28])[F:29])[CH2:42]1)[CH3:47])([CH3:36])([CH3:34])[CH3:35].